From a dataset of Full USPTO retrosynthesis dataset with 1.9M reactions from patents (1976-2016). Predict the reactants needed to synthesize the given product. (1) The reactants are: [C:1](#[N:3])[CH3:2].[H-].[Na+].[CH3:6][O:7][C:8]1[CH:9]=[C:10]([CH2:14][CH2:15][C:16](OC)=[O:17])[CH:11]=[CH:12][CH:13]=1. Given the product [CH3:6][O:7][C:8]1[CH:9]=[C:10]([CH2:14][CH2:15][C:16](=[O:17])[CH2:2][C:1]#[N:3])[CH:11]=[CH:12][CH:13]=1, predict the reactants needed to synthesize it. (2) Given the product [OH:15][C:16]1[C:17]([C:18]([OH:20])=[O:19])=[CH:23][N:8]=[C:7]([N:2]2[CH:6]=[CH:5][CH:4]=[N:3]2)[N:9]=1, predict the reactants needed to synthesize it. The reactants are: Cl.[N:2]1([C:7](=[NH:9])[NH2:8])[CH:6]=[CH:5][CH:4]=[N:3]1.C[O-].[Na+].C([O:15][CH:16]=[C:17]([C:23](OCC)=O)[C:18]([O:20]CC)=[O:19])C.[OH-].[K+].Cl. (3) Given the product [C:36]([O:35][C:33](=[O:34])[NH:32][CH:29]1[CH2:30][CH2:31][N:26]([C:7]2[CH:8]=[N:9][C:10]([O:11][C:12]3[CH:13]=[CH:14][C:15]([O:18][C:19]4[CH:24]=[CH:23][CH:22]=[C:21]([F:25])[CH:20]=4)=[CH:16][CH:17]=3)=[C:5]([C:3](=[O:2])[NH2:40])[CH:6]=2)[CH2:27][CH2:28]1)([CH3:38])([CH3:37])[CH3:39], predict the reactants needed to synthesize it. The reactants are: C[O:2][C:3]([C:5]1[CH:6]=[C:7]([N:26]2[CH2:31][CH2:30][CH:29]([NH:32][C:33]([O:35][C:36]([CH3:39])([CH3:38])[CH3:37])=[O:34])[CH2:28][CH2:27]2)[CH:8]=[N:9][C:10]=1[O:11][C:12]1[CH:17]=[CH:16][C:15]([O:18][C:19]2[CH:24]=[CH:23][CH:22]=[C:21]([F:25])[CH:20]=2)=[CH:14][CH:13]=1)=O.[NH3:40]. (4) Given the product [C:11]([O:10][C:8]([NH:7][C:5]1[S:6][C:2]([C:21]2[CH:20]=[N:19][CH:24]=[CH:23][CH:22]=2)=[CH:3][C:4]=1[C:15]([O:17][CH3:18])=[O:16])=[O:9])([CH3:14])([CH3:13])[CH3:12], predict the reactants needed to synthesize it. The reactants are: Br[C:2]1[S:6][C:5]([NH:7][C:8]([O:10][C:11]([CH3:14])([CH3:13])[CH3:12])=[O:9])=[C:4]([C:15]([O:17][CH3:18])=[O:16])[CH:3]=1.[N:19]1[CH:24]=[CH:23][CH:22]=[C:21](B(O)O)[CH:20]=1. (5) Given the product [CH3:1][O:2][C:3]([C@H:5]1[CH2:10][N:9]([C:11]2[CH:16]=[CH:15][C:14]([C:17]([F:20])([F:18])[F:19])=[CH:13][N:12]=2)[CH2:8][CH2:7][NH:6]1)=[O:4], predict the reactants needed to synthesize it. The reactants are: [CH3:1][O:2][C:3]([C@H:5]1[CH2:10][N:9]([C:11]2[CH:16]=[CH:15][C:14]([C:17]([F:20])([F:19])[F:18])=[CH:13][N:12]=2)[CH2:8][CH2:7][N:6]1C(OC(C)(C)C)=O)=[O:4].C(O)(C(F)(F)F)=O.C(Cl)Cl. (6) Given the product [CH2:21]([O:20][C:17]1[CH:18]=[CH:19][C:14]2[N:13]=[CH:12][N:11]([C:9]3[S:10][C:6]([C:4]([OH:5])=[O:3])=[C:7]([C:28]4[CH:33]=[CH:32][CH:31]=[C:30]([Cl:34])[CH:29]=4)[N:8]=3)[C:15]=2[CH:16]=1)[C:22]1[CH:23]=[CH:24][CH:25]=[CH:26][CH:27]=1, predict the reactants needed to synthesize it. The reactants are: C([O:3][C:4]([C:6]1[S:10][C:9]([N:11]2[C:15]3[CH:16]=[C:17]([O:20][CH2:21][C:22]4[CH:27]=[CH:26][CH:25]=[CH:24][CH:23]=4)[CH:18]=[CH:19][C:14]=3[N:13]=[CH:12]2)=[N:8][C:7]=1[C:28]1[CH:33]=[CH:32][CH:31]=[C:30]([Cl:34])[CH:29]=1)=[O:5])C.O1CCCC1.[OH-].[Li+].